The task is: Predict the reactants needed to synthesize the given product.. This data is from Full USPTO retrosynthesis dataset with 1.9M reactions from patents (1976-2016). Given the product [C:4]1([CH:1]([NH:10][CH2:11][CH2:12][OH:13])[CH3:2])[CH:9]=[CH:8][CH:7]=[CH:6][CH:5]=1, predict the reactants needed to synthesize it. The reactants are: [C:1]([C:4]1[CH:9]=[CH:8][CH:7]=[CH:6][CH:5]=1)(=O)[CH3:2].[NH2:10][CH2:11][CH2:12][OH:13].[BH4-].[Na+].